Dataset: CYP3A4 inhibition data for predicting drug metabolism from PubChem BioAssay. Task: Regression/Classification. Given a drug SMILES string, predict its absorption, distribution, metabolism, or excretion properties. Task type varies by dataset: regression for continuous measurements (e.g., permeability, clearance, half-life) or binary classification for categorical outcomes (e.g., BBB penetration, CYP inhibition). Dataset: cyp3a4_veith. (1) The compound is O=C(c1cccc(F)c1)N1CCC2(CC1)CN(Cc1ccccc1)C2. The result is 0 (non-inhibitor). (2) The molecule is COCCNc1ccnc(-c2ccccc2C)n1. The result is 0 (non-inhibitor). (3) The compound is Cc1cc(NC(=O)CCN2C(=O)C3C4CCC(C4)C3C2=O)c(C)cc1Br. The result is 1 (inhibitor). (4) The molecule is CCOc1ccccc1OCCOc1ccc(F)cc1. The result is 0 (non-inhibitor). (5) The result is 0 (non-inhibitor). The drug is COCCn1c(=O)cnc2cnc(N3CCN(C)CC3)nc21. (6) The compound is O=C(O)Cc1c[nH]c2ccc(F)cc12. The result is 0 (non-inhibitor).